From a dataset of Forward reaction prediction with 1.9M reactions from USPTO patents (1976-2016). Predict the product of the given reaction. (1) Given the reactants C([N:3]([CH2:6]C)[CH2:4][CH3:5])C.C1(P(N=[N+]=[N-])(C2C=CC=CC=2)=[O:15])C=CC=CC=1.[Br:25][C:26]1[S:27][CH:28]=C(C(O)=O)C=1.[CH3:34][C:35]([OH:38])([CH3:37])[CH3:36], predict the reaction product. The product is: [C:35]([O:38][C:6](=[O:15])[NH:3][C:4]1[CH:5]=[C:26]([Br:25])[S:27][CH:28]=1)([CH3:37])([CH3:36])[CH3:34]. (2) Given the reactants [ClH:1].[NH2:2][C@@H:3]([CH2:10]O)[C:4]([O:6][CH2:7][CH2:8][CH3:9])=[O:5].S(Cl)(Cl)=O.[C:16](Cl)(=[O:18])[CH3:17], predict the reaction product. The product is: [C:16]([NH:2][C@@H:3]([CH2:10][Cl:1])[C:4]([O:6][CH2:7][CH2:8][CH3:9])=[O:5])(=[O:18])[CH3:17]. (3) Given the reactants [CH3:1][S:2]([NH:5][C:6](=[O:12])[O:7][C:8]([CH3:11])([CH3:10])[CH3:9])(=[O:4])=[O:3].C([O-])([O-])=O.[K+].[K+].Cl[CH2:20][C:21]1[O:22][C:23]2[CH:29]=[C:28]([C:30]3[C:38]4[C:33](=[CH:34][C:35]([F:39])=[CH:36][CH:37]=4)[N:32]([S:40]([C:43]4[CH:48]=[CH:47][CH:46]=[CH:45][CH:44]=4)(=[O:42])=[O:41])[CH:31]=3)[CH:27]=[CH:26][C:24]=2[N:25]=1, predict the reaction product. The product is: [C:8]([O:7][C:6](=[O:12])[N:5]([CH2:20][C:21]1[O:22][C:23]2[CH:29]=[C:28]([C:30]3[C:38]4[C:33](=[CH:34][C:35]([F:39])=[CH:36][CH:37]=4)[N:32]([S:40]([C:43]4[CH:44]=[CH:45][CH:46]=[CH:47][CH:48]=4)(=[O:42])=[O:41])[CH:31]=3)[CH:27]=[CH:26][C:24]=2[N:25]=1)[S:2]([CH3:1])(=[O:4])=[O:3])([CH3:9])([CH3:11])[CH3:10].